From a dataset of Forward reaction prediction with 1.9M reactions from USPTO patents (1976-2016). Predict the product of the given reaction. Given the reactants [NH3:1].C([O:4][C:5](=O)[CH2:6][C:7]1[N:11]2[CH:12]=[C:13]([C:16]([C:29]3[CH:34]=[CH:33][CH:32]=[CH:31][CH:30]=3)([C:23]3[CH:28]=[CH:27][CH:26]=[CH:25][CH:24]=3)[O:17][SiH2:18][C:19]([CH3:22])([CH3:21])[CH3:20])[CH:14]=[CH:15][C:10]2=[N:9][C:8]=1[CH3:35])C, predict the reaction product. The product is: [C:19]([SiH2:18][O:17][C:16]([C:29]1[CH:30]=[CH:31][CH:32]=[CH:33][CH:34]=1)([C:23]1[CH:28]=[CH:27][CH:26]=[CH:25][CH:24]=1)[C:13]1[CH:14]=[CH:15][C:10]2[N:11]([C:7]([CH2:6][C:5]([NH2:1])=[O:4])=[C:8]([CH3:35])[N:9]=2)[CH:12]=1)([CH3:21])([CH3:22])[CH3:20].